Task: Regression/Classification. Given a drug SMILES string, predict its absorption, distribution, metabolism, or excretion properties. Task type varies by dataset: regression for continuous measurements (e.g., permeability, clearance, half-life) or binary classification for categorical outcomes (e.g., BBB penetration, CYP inhibition). Dataset: cyp2c19_veith.. Dataset: CYP2C19 inhibition data for predicting drug metabolism from PubChem BioAssay (1) The result is 0 (non-inhibitor). The compound is CC[C@H]1CN2CCc3cc(OC)c(OC)cc3[C@H]2C[C@@H]1C[C@H]1NCCc2c1[nH]c1ccc(O)cc21. (2) The drug is Cc1ccc(NC(=O)c2c(C(F)(F)F)nn(C)c2Cl)cc1C. The result is 1 (inhibitor). (3) The drug is Cc1cc(C)nc(NC(=O)CCCC(=O)O)c1. The result is 0 (non-inhibitor). (4) The molecule is COc1ccc([C@@H]2CC(=O)c3c(O)cc(O[C@H]4O[C@@H](CO[C@H]5O[C@@H](C)[C@@H](O)[C@@H](O)[C@@H]5O)[C@@H](O)[C@@H](O)[C@@H]4O)cc3O2)cc1O. The result is 0 (non-inhibitor). (5) The molecule is CNc1ncnc2c1ncn2[C@@H]1O[C@@H](CO)[C@H](O)[C@@H]1O. The result is 0 (non-inhibitor). (6) The molecule is O=C(CN(Cc1ccco1)C(=O)c1ccccc1)Nc1ccc(Cl)c(Cl)c1. The result is 1 (inhibitor).